Task: Predict the reaction yield, written as a fraction of the theoretical maximum amount of product (1.0 means a 100% yield; for example, 0.34 means a 34% yield).. Dataset: Reaction yield outcomes from USPTO patents with 853,638 reactions (1) The reactants are [C:1]([O:5][C:6]([N:8]([CH3:33])[C:9]([NH:25][C:26]([O:28][C:29]([CH3:32])([CH3:31])[CH3:30])=[O:27])=[N:10][O:11][CH2:12][CH2:13][NH:14]C(OCC1C=CC=CC=1)=O)=[O:7])([CH3:4])([CH3:3])[CH3:2]. The catalyst is CO.C(Cl)(Cl)Cl.[Pd]. The product is [C:1]([O:5][C:6]([N:8]([CH3:33])[C:9]([NH:25][C:26]([O:28][C:29]([CH3:32])([CH3:31])[CH3:30])=[O:27])=[N:10][O:11][CH2:12][CH2:13][NH2:14])=[O:7])([CH3:2])([CH3:4])[CH3:3]. The yield is 0.500. (2) The reactants are [F:1][C:2]([F:11])([F:10])[C:3]1[CH:8]=[CH:7][C:6](Br)=[CH:5][N:4]=1.[Li]C(CC)C.CNN(NC)[C:20](=[O:22])[CH3:21].O. The catalyst is CCOCC. The product is [F:1][C:2]([F:11])([F:10])[C:3]1[N:4]=[CH:5][C:6]([C:20](=[O:22])[CH3:21])=[CH:7][CH:8]=1. The yield is 0.540. (3) The reactants are [CH3:1][C:2]1[O:8][CH:7]=[C:6]([OH:9])[C:4](=[O:5])[CH:3]=1.CN(C)C.[C:14](O[C:14](=[O:20])[CH2:15][CH2:16][CH2:17][CH2:18][CH3:19])(=[O:20])[CH2:15][CH2:16][CH2:17][CH2:18][CH3:19]. The catalyst is C1COCC1. The product is [C:14]([O:9][C:6]1[C:4](=[O:5])[CH:3]=[C:2]([CH3:1])[O:8][CH:7]=1)(=[O:20])[CH2:15][CH2:16][CH2:17][CH2:18][CH3:19]. The yield is 0.760. (4) The reactants are [CH3:1][N:2]1[CH:7]=[C:6](B2OC(C)(C)C(C)(C)O2)[CH:5]=[C:4]([CH3:17])[C:3]1=[O:18].Br[C:20]1[CH:25]=[C:24]([S:26]([CH3:29])(=[O:28])=[O:27])[CH:23]=[CH:22][C:21]=1[F:30].[F-].[Cs+]. The catalyst is COCCOC.CO.C1C=CC(P(C2C=CC=CC=2)[C-]2C=CC=C2)=CC=1.C1C=CC(P(C2C=CC=CC=2)[C-]2C=CC=C2)=CC=1.Cl[Pd]Cl.[Fe+2]. The product is [F:30][C:21]1[CH:20]=[CH:25][C:24]([S:26]([CH3:29])(=[O:28])=[O:27])=[CH:23][C:22]=1[C:6]1[CH:5]=[C:4]([CH3:17])[C:3](=[O:18])[N:2]([CH3:1])[CH:7]=1. The yield is 0.610. (5) The product is [Cl:1][C:2]1[CH:3]=[C:4]([CH:9]([C:24]([F:27])([F:25])[F:26])/[CH:10]=[CH:11]/[C:12]2[CH:22]=[CH:21][C:15]([C:16]([OH:18])=[O:17])=[C:14]([CH3:23])[CH:13]=2)[CH:5]=[C:6]([Cl:8])[CH:7]=1. The reactants are [Cl:1][C:2]1[CH:3]=[C:4]([CH:9]([C:24]([F:27])([F:26])[F:25])/[CH:10]=[CH:11]/[C:12]2[CH:22]=[CH:21][C:15]([C:16]([O:18]CC)=[O:17])=[C:14]([CH3:23])[CH:13]=2)[CH:5]=[C:6]([Cl:8])[CH:7]=1.Cl. The yield is 0.500. The catalyst is O1CCOCC1.